From a dataset of CYP3A4 inhibition data for predicting drug metabolism from PubChem BioAssay. Regression/Classification. Given a drug SMILES string, predict its absorption, distribution, metabolism, or excretion properties. Task type varies by dataset: regression for continuous measurements (e.g., permeability, clearance, half-life) or binary classification for categorical outcomes (e.g., BBB penetration, CYP inhibition). Dataset: cyp3a4_veith. (1) The drug is COc1cc([C@H]2c3cc4c(cc3[C@@H](O[C@H]3O[C@H]5CO[C@@H](C)O[C@H]5[C@@H](O)[C@@H]3O)[C@@H]3COC(=O)[C@H]23)OCO4)cc(OC)c1O. The result is 0 (non-inhibitor). (2) The molecule is CN[C@H](CC(=O)O)C(=O)O. The result is 0 (non-inhibitor). (3) The molecule is CO/N=C\[C@@H](NS(=O)(=O)c1ccc(C)cc1)[C@H](C)/C=C\CC(=O)OC. The result is 0 (non-inhibitor). (4) The compound is CC1CCc2c(C(=O)NCCN3CCOCC3)csc2C1. The result is 0 (non-inhibitor). (5) The molecule is O=C(c1cnccn1)N1CCC2(CC1)CN(c1ccccc1)C2. The result is 0 (non-inhibitor). (6) The compound is N[C@@H]1CONC1=O. The result is 0 (non-inhibitor). (7) The drug is COCCCNC(=O)c1c(N)n(/N=C/c2ccccn2)c2nc3ccccc3nc12. The result is 1 (inhibitor). (8) The molecule is COc1ccc2c(c1)CC[C@H]1[C@@H]2CC[C@@]2(C)[C@@H](NCCCCCCN3C(=O)C=CC3=O)CC[C@@H]12. The result is 0 (non-inhibitor).